Dataset: Forward reaction prediction with 1.9M reactions from USPTO patents (1976-2016). Task: Predict the product of the given reaction. Given the reactants BrCCBr.C[Si](Cl)(C)C.[CH2:10]([O:17][C:18](=[O:30])[C@@H:19]([NH:22][C:23]([O:25][C:26]([CH3:29])([CH3:28])[CH3:27])=[O:24])[CH2:20]I)[C:11]1[CH:16]=[CH:15][CH:14]=[CH:13][CH:12]=1.I[C:32]1[CH:37]=[CH:36][C:35]([N:38]2[S:42](=[O:44])(=[O:43])[N:41]([CH2:45][C:46]3[CH:51]=[CH:50][C:49]([O:52][CH3:53])=[CH:48][CH:47]=3)[C:40](=[O:54])[CH2:39]2)=[CH:34][CH:33]=1.C1(C)C=CC=CC=1P(C1C=CC=CC=1C)C1C=CC=CC=1C.[Cl-].[NH4+], predict the reaction product. The product is: [CH2:10]([O:17][C:18](=[O:30])[C@@H:19]([NH:22][C:23]([O:25][C:26]([CH3:29])([CH3:28])[CH3:27])=[O:24])[CH2:20][C:32]1[CH:33]=[CH:34][C:35]([N:38]2[CH2:39][C:40](=[O:54])[N:41]([CH2:45][C:46]3[CH:47]=[CH:48][C:49]([O:52][CH3:53])=[CH:50][CH:51]=3)[S:42]2(=[O:44])=[O:43])=[CH:36][CH:37]=1)[C:11]1[CH:16]=[CH:15][CH:14]=[CH:13][CH:12]=1.